From a dataset of Reaction yield outcomes from USPTO patents with 853,638 reactions. Predict the reaction yield, written as a fraction of the theoretical maximum amount of product (1.0 means a 100% yield; for example, 0.34 means a 34% yield). The reactants are [Cl-].O[NH3+:3].[C:4](=[O:7])([O-])[OH:5].[Na+].CS(C)=O.[CH2:13]([C:17]1[N:18]([CH2:34][C:35]2[CH:40]=[CH:39][C:38]([C:41]3[C:42]([C:47]#[N:48])=[CH:43][CH:44]=[CH:45][CH:46]=3)=[CH:37][CH:36]=2)[C:19](=[O:33])[C:20]([C:24]2[CH:25]=[CH:26][C:27]3[O:31][CH2:30][CH2:29][C:28]=3[CH:32]=2)=[C:21]([CH3:23])[N:22]=1)[CH2:14][CH2:15][CH3:16]. The catalyst is O. The product is [CH2:13]([C:17]1[N:18]([CH2:34][C:35]2[CH:36]=[CH:37][C:38]([C:41]3[CH:46]=[CH:45][CH:44]=[CH:43][C:42]=3[C:47]3[NH:3][C:4](=[O:7])[O:5][N:48]=3)=[CH:39][CH:40]=2)[C:19](=[O:33])[C:20]([C:24]2[CH:25]=[CH:26][C:27]3[O:31][CH2:30][CH2:29][C:28]=3[CH:32]=2)=[C:21]([CH3:23])[N:22]=1)[CH2:14][CH2:15][CH3:16]. The yield is 0.740.